This data is from Reaction yield outcomes from USPTO patents with 853,638 reactions. The task is: Predict the reaction yield, written as a fraction of the theoretical maximum amount of product (1.0 means a 100% yield; for example, 0.34 means a 34% yield). (1) The reactants are [Br:1][C:2]1[CH:3]=[C:4]([N+:9]([O-:11])=[O:10])[C:5](O)=[N:6][CH:7]=1.P(Br)(Br)[Br:13].O. The catalyst is C1(C)C=CC=CC=1.CN(C=O)C. The product is [Br:13][C:5]1[C:4]([N+:9]([O-:11])=[O:10])=[CH:3][C:2]([Br:1])=[CH:7][N:6]=1. The yield is 0.800. (2) The reactants are [NH2:1][C@@H:2]1[CH2:5][C@H:4]([OH:6])[C:3]1([CH3:8])[CH3:7].Cl[C:10]1[C:15]([C:16]#[N:17])=[CH:14][N:13]=[C:12]([S:18][CH3:19])[N:11]=1.CCN(C(C)C)C(C)C. The catalyst is C(O)(C)C. The product is [OH:6][C@H:4]1[CH2:5][C@@H:2]([NH:1][C:10]2[C:15]([C:16]#[N:17])=[CH:14][N:13]=[C:12]([S:18][CH3:19])[N:11]=2)[C:3]1([CH3:8])[CH3:7]. The yield is 0.663. (3) The reactants are [Br:1][C:2]1[CH:6]=[N:5][N:4]([CH3:7])[C:3]=1[C:8]1[CH:9]=[C:10]([NH2:16])[CH:11]=[CH:12][C:13]=1[O:14][CH3:15].[F:17][C:18]1[CH:23]=[C:22]([F:24])[CH:21]=[CH:20][C:19]=1[N:25]=[C:26]=[O:27]. The catalyst is C(Cl)Cl. The product is [Br:1][C:2]1[CH:6]=[N:5][N:4]([CH3:7])[C:3]=1[C:8]1[CH:9]=[C:10]([NH:16][C:26]([NH:25][C:19]2[CH:20]=[CH:21][C:22]([F:24])=[CH:23][C:18]=2[F:17])=[O:27])[CH:11]=[CH:12][C:13]=1[O:14][CH3:15]. The yield is 0.710. (4) The reactants are [F-].C([N+](CCCC)(CCCC)CCCC)CCC.[Si]([O:26][C:27]1[CH:32]=[C:31]([O:33][Si](C(C)(C)C)(C)C)[CH:30]=[CH:29][C:28]=1[CH:41]1[CH2:46][CH2:45][CH:44]([C:47]([OH:49])=[O:48])[CH2:43][CH2:42]1)(C(C)(C)C)(C)C. The catalyst is O1CCCC1. The product is [OH:26][C:27]1[CH:32]=[C:31]([OH:33])[CH:30]=[CH:29][C:28]=1[C@H:41]1[CH2:42][CH2:43][C@H:44]([C:47]([OH:49])=[O:48])[CH2:45][CH2:46]1. The yield is 0.890.